From a dataset of Full USPTO retrosynthesis dataset with 1.9M reactions from patents (1976-2016). Predict the reactants needed to synthesize the given product. Given the product [CH:26]1([CH2:29][O:30][N:31]=[C:23]([C:20]2[CH:21]=[CH:22][C:17]3[N:18]([C:14]([CH:12]([C:8]4[CH:9]=[C:10]5[C:5](=[CH:6][CH:7]=4)[N:4]=[CH:3][C:2]([Br:1])=[CH:11]5)[CH3:13])=[N:15][N:16]=3)[N:19]=2)[CH3:24])[CH2:28][CH2:27]1, predict the reactants needed to synthesize it. The reactants are: [Br:1][C:2]1[CH:3]=[N:4][C:5]2[C:10]([CH:11]=1)=[CH:9][C:8]([CH:12]([C:14]1[N:18]3[N:19]=[C:20]([C:23](=O)[CH3:24])[CH:21]=[CH:22][C:17]3=[N:16][N:15]=1)[CH3:13])=[CH:7][CH:6]=2.[CH:26]1([CH2:29][O:30][NH2:31])[CH2:28][CH2:27]1.Cl.